Dataset: Full USPTO retrosynthesis dataset with 1.9M reactions from patents (1976-2016). Task: Predict the reactants needed to synthesize the given product. (1) Given the product [C:1]([C:5]1[CH:31]=[C:8]2[N:9]=[C:10]([CH3:30])[C:11]([CH:22]([CH2:27][CH2:28][CH3:29])[C:23]([OH:25])=[O:24])=[C:12]([C:13]3[CH:18]=[CH:17][C:16]([CH:19]([CH3:21])[CH3:20])=[CH:15][CH:14]=3)[N:7]2[N:6]=1)([CH3:4])([CH3:2])[CH3:3], predict the reactants needed to synthesize it. The reactants are: [C:1]([C:5]1[CH:31]=[C:8]2[N:9]=[C:10]([CH3:30])[C:11]([CH:22]([CH2:27][CH2:28][CH3:29])[C:23]([O:25]C)=[O:24])=[C:12]([C:13]3[CH:18]=[CH:17][C:16]([CH:19]([CH3:21])[CH3:20])=[CH:15][CH:14]=3)[N:7]2[N:6]=1)([CH3:4])([CH3:3])[CH3:2].[OH-].[Na+]. (2) Given the product [Cl:1][C:2]1[CH:3]=[C:4]([C:9]2([OH:21])[CH2:13][CH2:12][NH:11][CH2:10]2)[CH:5]=[CH:6][C:7]=1[F:8], predict the reactants needed to synthesize it. The reactants are: [Cl:1][C:2]1[CH:3]=[C:4]([C:9]2([OH:21])[CH2:13][CH2:12][N:11](C(OC(C)(C)C)=O)[CH2:10]2)[CH:5]=[CH:6][C:7]=1[F:8].FC(F)(F)C(O)=O. (3) Given the product [CH:1]1([CH2:4][N:5]2[C:10](=[O:11])[C:9]([CH2:12][N:28]([CH3:29])[CH3:27])=[CH:8][C:7]([C:18]3[CH:23]=[CH:22][C:21]([O:24][CH3:25])=[C:20]([F:26])[CH:19]=3)=[N:6]2)[CH2:3][CH2:2]1, predict the reactants needed to synthesize it. The reactants are: [CH:1]1([CH2:4][N:5]2[C:10](=[O:11])[C:9]([CH2:12]OS(C)(=O)=O)=[CH:8][C:7]([C:18]3[CH:23]=[CH:22][C:21]([O:24][CH3:25])=[C:20]([F:26])[CH:19]=3)=[N:6]2)[CH2:3][CH2:2]1.[CH3:27][NH:28][CH3:29]. (4) Given the product [C:25]([O:29][C:30](=[O:39])[NH:31][C@H:32]1[CH2:33][CH2:34][C@H:35]([NH:38][C:22]([C:19]2[C:15]3[N:16]=[CH:17][N:18]=[C:13]([C:7]4[CH:8]=[C:9]([CH3:12])[CH:10]=[CH:11][C:6]=4[O:5][CH2:4][CH:1]4[CH2:2][CH2:3]4)[C:14]=3[NH:21][CH:20]=2)=[O:24])[CH2:36][CH2:37]1)([CH3:28])([CH3:26])[CH3:27], predict the reactants needed to synthesize it. The reactants are: [CH:1]1([CH2:4][O:5][C:6]2[CH:11]=[CH:10][C:9]([CH3:12])=[CH:8][C:7]=2[C:13]2[C:14]3[NH:21][CH:20]=[C:19]([C:22]([OH:24])=O)[C:15]=3[N:16]=[CH:17][N:18]=2)[CH2:3][CH2:2]1.[C:25]([O:29][C:30](=[O:39])[NH:31][C@H:32]1[CH2:37][CH2:36][C@H:35]([NH2:38])[CH2:34][CH2:33]1)([CH3:28])([CH3:27])[CH3:26]. (5) Given the product [N:27]1[C:31]2[CH:32]=[CH:33][C:34]([NH:36][C:21]3[N:20]=[CH:19][C:18]4=[CH:17][CH:16]=[C:15]([C:11]5[CH:10]=[C:9]([S:6]([NH:5][C:1]([CH3:4])([CH3:3])[CH3:2])(=[O:8])=[O:7])[CH:14]=[CH:13][CH:12]=5)[N:23]4[N:22]=3)=[CH:35][C:30]=2[NH:29][CH:28]=1, predict the reactants needed to synthesize it. The reactants are: [C:1]([NH:5][S:6]([C:9]1[CH:14]=[CH:13][CH:12]=[C:11]([C:15]2[N:23]3[C:18]([CH:19]=[N:20][C:21](S(C)=O)=[N:22]3)=[CH:17][CH:16]=2)[CH:10]=1)(=[O:8])=[O:7])([CH3:4])([CH3:3])[CH3:2].[N:27]1[C:31]2[CH:32]=[CH:33][C:34]([NH2:36])=[CH:35][C:30]=2[NH:29][CH:28]=1. (6) The reactants are: C[O:2][C:3]1[CH:8]=[CH:7][C:6]([N:9]2[CH2:14][CH2:13][N:12]([C:15]3[CH:20]=[CH:19][C:18]([N:21]4[C:25](=[O:26])[N:24]([CH2:27][CH2:28][CH2:29][CH2:30][CH2:31][CH2:32][C:33]5[CH:38]=[CH:37][CH:36]=[CH:35][CH:34]=5)[N:23]=[CH:22]4)=[CH:17][CH:16]=3)[CH2:11][CH2:10]2)=[CH:5][CH:4]=1. Given the product [OH:2][C:3]1[CH:8]=[CH:7][C:6]([N:9]2[CH2:10][CH2:11][N:12]([C:15]3[CH:16]=[CH:17][C:18]([N:21]4[C:25](=[O:26])[N:24]([CH2:27][CH2:28][CH2:29][CH2:30][CH2:31][CH2:32][C:33]5[CH:34]=[CH:35][CH:36]=[CH:37][CH:38]=5)[N:23]=[CH:22]4)=[CH:19][CH:20]=3)[CH2:13][CH2:14]2)=[CH:5][CH:4]=1, predict the reactants needed to synthesize it.